Dataset: Forward reaction prediction with 1.9M reactions from USPTO patents (1976-2016). Task: Predict the product of the given reaction. (1) Given the reactants CN(C(ON1N=NC2C=CC=NC1=2)=[N+](C)C)C.F[P-](F)(F)(F)(F)F.[C:25]([N:28]1[C:37]2[C:32](=[CH:33][C:34]([NH2:38])=[CH:35][CH:36]=2)[C:31]([C:40]2[CH:45]=[CH:44][CH:43]=[CH:42][CH:41]=2)([CH3:39])[CH2:30][C:29]1([CH3:47])[CH3:46])(=[O:27])[CH3:26].[C:48]1([NH:54][C:55]2[C:56](=[CH:60][CH:61]=[CH:62][CH:63]=2)[C:57](O)=[O:58])[CH:53]=[CH:52][CH:51]=[CH:50][CH:49]=1.C(N(CC)C(C)C)(C)C, predict the reaction product. The product is: [C:25]([N:28]1[C:37]2[C:32](=[CH:33][C:34]([NH:38][C:57](=[O:58])[C:56]3[CH:60]=[CH:61][CH:62]=[CH:63][C:55]=3[NH:54][C:48]3[CH:53]=[CH:52][CH:51]=[CH:50][CH:49]=3)=[CH:35][CH:36]=2)[C:31]([C:40]2[CH:45]=[CH:44][CH:43]=[CH:42][CH:41]=2)([CH3:39])[CH2:30][C:29]1([CH3:47])[CH3:46])(=[O:27])[CH3:26]. (2) Given the reactants [CH2:1]([O:8][C@@H:9]1[O:18][C@H:17]2[C@@H:12]([O:13][C@H:14]([C:19]3[CH:24]=[CH:23][CH:22]=[CH:21][CH:20]=3)[O:15][CH2:16]2)[C@H:11]([O:25][C@H:26]([CH3:30])[C:27]([OH:29])=O)[C@H:10]1[NH:31][C:32]([O:34][C:35]([CH3:38])([CH3:37])[CH3:36])=[O:33])[C:2]1[CH:7]=[CH:6][CH:5]=[CH:4][CH:3]=1.[NH2:39][C@H:40]([CH2:42][C:43]1[CH:48]=[CH:47][CH:46]=[CH:45][CH:44]=1)[CH3:41].Cl.CN(C)CCCN=C=NCC.C([O-])(O)=O.[Na+], predict the reaction product. The product is: [CH2:1]([O:8][C@@H:9]1[O:18][C@H:17]2[C@@H:12]([O:13][C@H:14]([C:19]3[CH:24]=[CH:23][CH:22]=[CH:21][CH:20]=3)[O:15][CH2:16]2)[C@H:11]([O:25][C@H:26]([CH3:30])[C:27](=[O:29])[NH:39][C@@H:40]([CH3:41])[CH2:42][C:43]2[CH:48]=[CH:47][CH:46]=[CH:45][CH:44]=2)[C@H:10]1[NH:31][C:32](=[O:33])[O:34][C:35]([CH3:36])([CH3:37])[CH3:38])[C:2]1[CH:7]=[CH:6][CH:5]=[CH:4][CH:3]=1. (3) Given the reactants [CH2:1]([N:3]([CH3:17])[S:4]([C:7]1[CH:8]=[N:9][C:10]([Sn](C)(C)C)=[CH:11][CH:12]=1)(=[O:6])=[O:5])[CH3:2].[NH2:18][C:19]1[C:24]([C:25]2[CH:26]=[C:27]3[C:32](=[CH:33][CH:34]=2)[C:31](=[O:35])[NH:30][CH2:29][CH2:28]3)=[CH:23][C:22](Br)=[CH:21][N:20]=1, predict the reaction product. The product is: [NH2:18][C:19]1[N:20]=[CH:21][C:22]([C:10]2[CH:11]=[CH:12][C:7]([S:4]([N:3]([CH2:1][CH3:2])[CH3:17])(=[O:6])=[O:5])=[CH:8][N:9]=2)=[CH:23][C:24]=1[C:25]1[CH:26]=[C:27]2[C:32](=[CH:33][CH:34]=1)[C:31](=[O:35])[NH:30][CH2:29][CH2:28]2. (4) The product is: [Br:41][C:35]1[CH:34]=[C:33]([C:31](=[O:32])[CH2:30][N:9]2[C:10](=[O:11])[C:5]3[CH:4]=[C:3]([CH2:1][CH3:2])[S:28][C:6]=3[N:7]([CH2:13][C:14]3[CH:19]=[CH:18][C:17]([C:20]4[C:21]([C:26]#[N:27])=[CH:22][CH:23]=[CH:24][CH:25]=4)=[CH:16][CH:15]=3)[C:8]2=[O:12])[CH:38]=[CH:37][C:36]=1[O:39][CH3:40]. Given the reactants [CH2:1]([C:3]1[S:28][C:6]2[N:7]([CH2:13][C:14]3[CH:19]=[CH:18][C:17]([C:20]4[C:21]([C:26]#[N:27])=[CH:22][CH:23]=[CH:24][CH:25]=4)=[CH:16][CH:15]=3)[C:8](=[O:12])[NH:9][C:10](=[O:11])[C:5]=2[CH:4]=1)[CH3:2].Br[CH2:30][C:31]([C:33]1[CH:38]=[CH:37][C:36]([O:39][CH3:40])=[C:35]([Br:41])[CH:34]=1)=[O:32].CN(C)C=O.[H-].[Na+], predict the reaction product. (5) Given the reactants [N:1]([CH2:4][CH:5]1[CH2:10][N:9]([CH2:11][C:12]2[CH:17]=[CH:16][CH:15]=[CH:14][CH:13]=2)[CH2:8][CH2:7][N:6]1[CH2:18][C:19]1[CH:24]=[CH:23][CH:22]=[CH:21][CH:20]=1)=[N+]=[N-].C1(P(C2C=CC=CC=2)C2C=CC=CC=2)C=CC=CC=1, predict the reaction product. The product is: [CH2:18]([N:6]1[CH2:7][CH2:8][N:9]([CH2:11][C:12]2[CH:17]=[CH:16][CH:15]=[CH:14][CH:13]=2)[CH2:10][CH:5]1[CH2:4][NH2:1])[C:19]1[CH:20]=[CH:21][CH:22]=[CH:23][CH:24]=1. (6) Given the reactants [O:1]1[CH2:3][CH:2]1[CH2:4][OH:5].[F:6][C:7]1[CH:35]=[CH:34][CH:33]=[C:32]([F:36])[C:8]=1[CH2:9][C:10]1[CH:15]=[CH:14][CH:13]=[C:12]([O:16][CH3:17])[C:11]=1[NH:18][S:19]([C:22]1[CH:27]=[CH:26][C:25]([O:28][CH3:29])=[C:24]([O:30][CH3:31])[CH:23]=1)(=[O:21])=[O:20].C(N=P(N1CCCC1)(N1CCCC1)N1CCCC1)(C)(C)C, predict the reaction product. The product is: [F:6][C:7]1[CH:35]=[CH:34][CH:33]=[C:32]([F:36])[C:8]=1[CH2:9][C:10]1[CH:15]=[CH:14][CH:13]=[C:12]([O:16][CH3:17])[C:11]=1[N:18]([CH2:3][CH:2]([OH:1])[CH2:4][OH:5])[S:19]([C:22]1[CH:27]=[CH:26][C:25]([O:28][CH3:29])=[C:24]([O:30][CH3:31])[CH:23]=1)(=[O:21])=[O:20].